This data is from Blood-brain barrier permeability classification from the B3DB database. The task is: Regression/Classification. Given a drug SMILES string, predict its absorption, distribution, metabolism, or excretion properties. Task type varies by dataset: regression for continuous measurements (e.g., permeability, clearance, half-life) or binary classification for categorical outcomes (e.g., BBB penetration, CYP inhibition). Dataset: b3db_classification. (1) The compound is CC(=O)NO. The result is 0 (does not penetrate BBB). (2) The compound is CCc1cccc2c3c([nH]c12)C(CC)(CC(=O)O)OCC3. The result is 0 (does not penetrate BBB). (3) The drug is Cc1cnc(C(=O)NCCc2ccc(S(=O)(=O)NC(=O)NC3CCCCC3)cc2)cn1. The result is 0 (does not penetrate BBB). (4) The drug is O=c1[nH]oc2c1CCNC2. The result is 1 (penetrates BBB).